From a dataset of Forward reaction prediction with 1.9M reactions from USPTO patents (1976-2016). Predict the product of the given reaction. (1) The product is: [CH2:1]([O:3][C:4]([C:6]1([CH2:12][S:13]([C:16]2[CH:17]=[CH:18][C:19]([O:22][CH2:23][C:24]#[C:25][CH3:26])=[CH:20][CH:21]=2)(=[O:15])=[O:14])[CH2:7][CH2:8][N:9]([CH2:4][C:6]#[C:7][CH2:8][O:34][C:33]([NH:32][C:36]2[CH:41]=[CH:40][CH:39]=[C:38]([Cl:42])[CH:37]=2)=[O:35])[CH2:10][CH2:11]1)=[O:5])[CH3:2].[CH2:1]([O:3][C:4]([C:6]1([CH2:12][S:13]([C:16]2[CH:17]=[CH:18][C:19]([O:22][CH2:23][C:24]#[C:25][CH3:26])=[CH:20][CH:21]=2)(=[O:15])=[O:14])[CH2:7][CH2:8][N:9]([CH2:21][C:16]#[C:17][CH2:18][O:34][C:33]([NH:32][C:36]2[CH:41]=[CH:40][CH:39]=[C:38]([Cl:42])[CH:37]=2)=[O:35])[CH2:10][CH2:11]1)=[O:5])[CH3:2]. Given the reactants [CH2:1]([O:3][C:4]([C:6]1([CH2:12][S:13]([C:16]2[CH:21]=[CH:20][C:19]([O:22][CH2:23][C:24]#[C:25][CH3:26])=[CH:18][CH:17]=2)(=[O:15])=[O:14])[CH2:11][CH2:10][NH:9][CH2:8][CH2:7]1)=[O:5])[CH3:2].ClCC#CC[N:32]([C:36]1[CH:41]=[CH:40][CH:39]=[C:38]([Cl:42])[CH:37]=1)[C:33](=[O:35])[O-:34], predict the reaction product. (2) Given the reactants [CH:1]1([N:7]2[C:11]([CH2:12][C:13]3[CH:20]=[CH:19][C:16]([C:17]#N)=[CH:15][CH:14]=3)=[CH:10][C:9]([C:21]3[CH:26]=[CH:25][C:24]([O:27][C:28]([F:31])([F:30])[F:29])=[CH:23][CH:22]=3)=[N:8]2)[CH2:6][CH2:5][CH2:4][CH2:3][CH2:2]1.[OH2:32].[OH-:33].[K+], predict the reaction product. The product is: [CH:1]1([N:7]2[C:11]([CH2:12][C:13]3[CH:20]=[CH:19][C:16]([C:17]([OH:33])=[O:32])=[CH:15][CH:14]=3)=[CH:10][C:9]([C:21]3[CH:26]=[CH:25][C:24]([O:27][C:28]([F:29])([F:30])[F:31])=[CH:23][CH:22]=3)=[N:8]2)[CH2:2][CH2:3][CH2:4][CH2:5][CH2:6]1. (3) Given the reactants [CH2:1]([N:3]1[CH2:8][CH2:7][C:6](=[CH2:9])[CH2:5][CH2:4]1)[CH3:2].C12BC(CCC1)CCC2.[C:19]1([S:25]([N:28]2[C:32]3[CH:33]=[N:34][C:35]([C:38]#[N:39])=[C:36](Br)[C:31]=3[C:30]3[CH:40]=[CH:41][CH:42]=[N:43][C:29]2=3)(=[O:27])=[O:26])[CH:24]=[CH:23][CH:22]=[CH:21][CH:20]=1.C(=O)([O-])[O-].[K+].[K+], predict the reaction product. The product is: [C:19]1([S:25]([N:28]2[C:32]3[CH:33]=[N:34][C:35]([C:38]#[N:39])=[C:36]([CH2:9][CH:6]4[CH2:7][CH2:8][N:3]([CH2:1][CH3:2])[CH2:4][CH2:5]4)[C:31]=3[C:30]3[CH:40]=[CH:41][CH:42]=[N:43][C:29]2=3)(=[O:27])=[O:26])[CH:20]=[CH:21][CH:22]=[CH:23][CH:24]=1. (4) Given the reactants [CH:1]1([NH:5][C:6]([C@@H:8]2[CH2:12][CH2:11][CH2:10][N:9]2[C:13](=[O:30])[CH2:14][O:15][C:16]2[N:20]([C:21]3[CH:26]=[CH:25][CH:24]=[CH:23][CH:22]=3)[N:19]=[C:18]([C:27](O)=[O:28])[CH:17]=2)=[O:7])[CH2:4][CH2:3][CH2:2]1.CN(C(ON1N=NC2C=CC=NC1=2)=[N+](C)C)C.F[P-](F)(F)(F)(F)F.CCN(C(C)C)C(C)C.[CH2:64]([O:67][C:68]([N:70]1[CH2:75][CH2:74][N:73]([C:76](=[O:84])[C@@H:77]([NH2:83])[CH2:78][C:79]([F:82])([F:81])[F:80])[CH2:72][CH2:71]1)=[O:69])[CH2:65][CH3:66].C([O-])(O)=O.[Na+], predict the reaction product. The product is: [CH2:64]([O:67][C:68]([N:70]1[CH2:75][CH2:74][N:73]([C:76](=[O:84])[C@@H:77]([NH:83][C:27]([C:18]2[CH:17]=[C:16]([O:15][CH2:14][C:13]([N:9]3[CH2:10][CH2:11][CH2:12][C@H:8]3[C:6](=[O:7])[NH:5][CH:1]3[CH2:4][CH2:3][CH2:2]3)=[O:30])[N:20]([C:21]3[CH:26]=[CH:25][CH:24]=[CH:23][CH:22]=3)[N:19]=2)=[O:28])[CH2:78][C:79]([F:80])([F:82])[F:81])[CH2:72][CH2:71]1)=[O:69])[CH2:65][CH3:66]. (5) Given the reactants [CH3:1][O:2][C:3]1[CH:48]=[C:47]([O:49][CH3:50])[CH:46]=[CH:45][C:4]=1[CH2:5][NH:6][C:7]1[C:8]2[CH:15]=[CH:14][N:13]([C@H:16]3[C@@H:20]4[O:21][C:22]([CH3:25])([CH3:24])[O:23][C@@H:19]4[C@@H:18]([CH2:26][N:27]([CH:42]([CH3:44])[CH3:43])[CH2:28][CH2:29][CH2:30][N:31]4C(=O)C5C(=CC=CC=5)C4=O)[O:17]3)[C:9]=2[N:10]=[CH:11][N:12]=1.CO, predict the reaction product. The product is: [CH3:1][O:2][C:3]1[CH:48]=[C:47]([O:49][CH3:50])[CH:46]=[CH:45][C:4]=1[CH2:5][NH:6][C:7]1[C:8]2[CH:15]=[CH:14][N:13]([C@H:16]3[C@@H:20]4[O:21][C:22]([CH3:24])([CH3:25])[O:23][C@@H:19]4[C@@H:18]([CH2:26][N:27]([CH:42]([CH3:44])[CH3:43])[CH2:28][CH2:29][CH2:30][NH2:31])[O:17]3)[C:9]=2[N:10]=[CH:11][N:12]=1. (6) Given the reactants [Cl:1][CH2:2][CH2:3][N:4]=[C:5]=[O:6].[CH2:7]([O:11][C:12]1[CH:17]=[CH:16][C:15]([NH2:18])=[CH:14][CH:13]=1)[CH:8]([CH3:10])[CH3:9], predict the reaction product. The product is: [Cl:1][CH2:2][CH2:3][NH:4][C:5]([NH:18][C:15]1[CH:14]=[CH:13][C:12]([O:11][CH2:7][CH:8]([CH3:10])[CH3:9])=[CH:17][CH:16]=1)=[O:6]. (7) The product is: [C:1]([C:5]1[CH:13]=[C:12]2[C:8]([CH2:9][CH2:10][C:11]2([CH3:15])[CH3:14])=[C:7]([C:16]2[CH:17]=[CH:19][N:25]=[CH:23][N:24]=2)[CH:6]=1)([CH3:4])([CH3:3])[CH3:2]. Given the reactants [C:1]([C:5]1[CH:13]=[C:12]2[C:8]([CH2:9][CH2:10][C:11]2([CH3:15])[CH3:14])=[C:7]([C:16](=O)[CH3:17])[CH:6]=1)([CH3:4])([CH3:3])[CH3:2].[C:19](O)(=O)C.[CH:23]([NH2:25])=[NH:24], predict the reaction product. (8) Given the reactants [CH:1]1([CH2:4][O:5][C:6](=[O:25])[CH:7]([C:12]2[CH:17]=[C:16]([O:18][CH2:19][CH:20]3[CH2:22][CH2:21]3)[C:15](I)=[C:14]([Cl:24])[CH:13]=2)[CH2:8][CH:9]([CH3:11])[CH3:10])[CH2:3][CH2:2]1.[F:26][C:27]([F:38])([F:37])[C:28]1[CH:33]=[CH:32][C:31](B(O)O)=[CH:30][CH:29]=1.[F-].[Cs+].O, predict the reaction product. The product is: [CH:1]1([CH2:4][O:5][C:6](=[O:25])[CH:7]([C:12]2[CH:17]=[C:16]([O:18][CH2:19][CH:20]3[CH2:22][CH2:21]3)[C:15]([C:31]3[CH:32]=[CH:33][C:28]([C:27]([F:38])([F:37])[F:26])=[CH:29][CH:30]=3)=[C:14]([Cl:24])[CH:13]=2)[CH2:8][CH:9]([CH3:11])[CH3:10])[CH2:3][CH2:2]1.